Dataset: Reaction yield outcomes from USPTO patents with 853,638 reactions. Task: Predict the reaction yield, written as a fraction of the theoretical maximum amount of product (1.0 means a 100% yield; for example, 0.34 means a 34% yield). (1) The catalyst is Cl. The product is [CH3:15][S:14][C:10]1[N:9]=[C:8]([C:6]2[CH:5]=[CH:4][NH:3][C:2](=[O:16])[CH:7]=2)[CH:13]=[CH:12][N:11]=1. The yield is 0.490. The reactants are F[C:2]1[CH:7]=[C:6]([C:8]2[CH:13]=[CH:12][N:11]=[C:10]([S:14][CH3:15])[N:9]=2)[CH:5]=[CH:4][N:3]=1.[OH-:16].[Na+]. (2) The reactants are [Br:1][C:2]1[CH:3]=[C:4]2[N:10]=[CH:9][N:8]([CH2:11][C:12]3[CH:23]=[CH:22][C:15]4[N:16]=[C:17](S(C)=O)[S:18][C:14]=4[CH:13]=3)[C:5]2=[N:6][CH:7]=1.[NH2:24][C@@H:25]1[C:33]2[C:28](=[CH:29][CH:30]=[CH:31][CH:32]=2)[CH2:27][C@H:26]1[OH:34].CCN(C(C)C)C(C)C. The catalyst is CC(N(C)C)=O. The product is [Br:1][C:2]1[CH:3]=[C:4]2[N:10]=[CH:9][N:8]([CH2:11][C:12]3[CH:23]=[CH:22][C:15]4[N:16]=[C:17]([NH:24][C@@H:25]5[C:33]6[C:28](=[CH:29][CH:30]=[CH:31][CH:32]=6)[CH2:27][C@H:26]5[OH:34])[S:18][C:14]=4[CH:13]=3)[C:5]2=[N:6][CH:7]=1. The yield is 0.0400. (3) The reactants are [CH:1]1([NH2:4])[CH2:3][CH2:2]1.[CH3:5][C:6]1[CH:13]=[CH:12][C:9]([CH:10]=O)=[C:8]([O:14][C@H:15]([CH2:17][CH:18]=[CH2:19])[CH3:16])[CH:7]=1.[BH4-].[Na+]. The catalyst is CO. The product is [CH3:5][C:6]1[CH:13]=[CH:12][C:9]([CH2:10][NH:4][CH:1]2[CH2:3][CH2:2]2)=[C:8]([O:14][C@H:15]([CH2:17][CH:18]=[CH2:19])[CH3:16])[CH:7]=1. The yield is 0.128. (4) The reactants are [H-].[Na+].[CH3:3][NH:4][C:5](=[O:10])[C:6]([F:9])([F:8])[F:7].Br[CH2:12][CH2:13][CH2:14][CH2:15][CH:16]=[CH2:17].O. The catalyst is CN(C=O)C. The product is [F:7][C:6]([F:9])([F:8])[C:5]([N:4]([CH2:17][CH2:16][CH2:15][CH2:14][CH:13]=[CH2:12])[CH3:3])=[O:10]. The yield is 0.560. (5) The reactants are [Br:1][C:2]1[CH:11]=[CH:10][C:5]2[N:6]=[C:7]([NH2:9])[S:8][C:4]=2[CH:3]=1.[F:12][C:13]1[CH:14]=[C:15]([CH:19]=[CH:20][CH:21]=1)[C:16](Cl)=[O:17].CCN(CC)CC.C([O-])(O)=O.[Na+]. The catalyst is C(Cl)Cl.CN(C1C=CN=CC=1)C. The product is [Br:1][C:2]1[CH:11]=[CH:10][C:5]2[N:6]=[C:7]([NH:9][C:16](=[O:17])[C:15]3[CH:19]=[CH:20][CH:21]=[C:13]([F:12])[CH:14]=3)[S:8][C:4]=2[CH:3]=1. The yield is 0.970.